From a dataset of Reaction yield outcomes from USPTO patents with 853,638 reactions. Predict the reaction yield, written as a fraction of the theoretical maximum amount of product (1.0 means a 100% yield; for example, 0.34 means a 34% yield). The reactants are Cl.O1CCOCC1.C([O:12][C:13](=[O:44])[CH2:14][C:15]1[CH:42]=[CH:41][C:18]([CH2:19][O:20][CH2:21][C@H:22]2[CH2:24][C@@H:23]2[CH:25]2[CH2:30][CH2:29][N:28]([C:31]([O:33][CH2:34][C:35]3[CH:40]=[CH:39][CH:38]=[CH:37][CH:36]=3)=[O:32])[CH2:27][CH2:26]2)=[C:17]([F:43])[CH:16]=1)(C)(C)C. The catalyst is C(Cl)Cl. The product is [CH2:34]([O:33][C:31]([N:28]1[CH2:29][CH2:30][CH:25]([C@H:23]2[CH2:24][C@@H:22]2[CH2:21][O:20][CH2:19][C:18]2[CH:41]=[CH:42][C:15]([CH2:14][C:13]([OH:44])=[O:12])=[CH:16][C:17]=2[F:43])[CH2:26][CH2:27]1)=[O:32])[C:35]1[CH:36]=[CH:37][CH:38]=[CH:39][CH:40]=1. The yield is 0.970.